Predict the reaction yield, written as a fraction of the theoretical maximum amount of product (1.0 means a 100% yield; for example, 0.34 means a 34% yield). From a dataset of Reaction yield outcomes from USPTO patents with 853,638 reactions. (1) The reactants are [CH:1]1([C:6]([C:12]2[CH:17]=[CH:16][CH:15]=[CH:14][CH:13]=2)([OH:11])[C:7]([O:9][CH3:10])=[O:8])[CH2:5][CH2:4][CH2:3][CH2:2]1.[CH3:18][N:19]1[CH2:23]C[CH:21](O)[CH2:20]1.CCOC(C)=O.CCO. The catalyst is CCCCCCC. The product is [CH:1]1([C:6]([C:12]2[CH:17]=[CH:16][CH:15]=[CH:14][CH:13]=2)([OH:11])[C:7]([O:9][CH:10]2[CH2:21][CH2:20][N:19]([CH3:23])[CH2:18]2)=[O:8])[CH2:5][CH2:4][CH2:3][CH2:2]1. The yield is 0.720. (2) The reactants are Br[C:2]1[C:3]([F:28])=[C:4]([N:8]2[CH:13]=[C:12]([O:14][CH3:15])[C:11](=[O:16])[C:10]([C:17]3[N:21]([C:22]4[CH:27]=[CH:26][CH:25]=[CH:24][CH:23]=4)[N:20]=[CH:19][CH:18]=3)=[N:9]2)[CH:5]=[CH:6][CH:7]=1.[NH:29]1[CH2:34][CH2:33][O:32][CH2:31][CH2:30]1.CC([O-])(C)C.[Na+].CC1(C)C2C(=C(P(C3C=CC=CC=3)C3C=CC=CC=3)C=CC=2)OC2C(P(C3C=CC=CC=3)C3C=CC=CC=3)=CC=CC1=2. The catalyst is O1CCOCC1.C([O-])(O)=O.[Na+].C1C=CC(/C=C/C(/C=C/C2C=CC=CC=2)=O)=CC=1.C1C=CC(/C=C/C(/C=C/C2C=CC=CC=2)=O)=CC=1.C1C=CC(/C=C/C(/C=C/C2C=CC=CC=2)=O)=CC=1.[Pd].[Pd]. The product is [F:28][C:3]1[C:2]([N:29]2[CH2:34][CH2:33][O:32][CH2:31][CH2:30]2)=[CH:7][CH:6]=[CH:5][C:4]=1[N:8]1[CH:13]=[C:12]([O:14][CH3:15])[C:11](=[O:16])[C:10]([C:17]2[N:21]([C:22]3[CH:27]=[CH:26][CH:25]=[CH:24][CH:23]=3)[N:20]=[CH:19][CH:18]=2)=[N:9]1. The yield is 0.590.